From a dataset of Catalyst prediction with 721,799 reactions and 888 catalyst types from USPTO. Predict which catalyst facilitates the given reaction. (1) Reactant: [Cl:1][C:2]1[CH:3]=[CH:4][C:5]2[C:12]3=[C:13]([CH:24]4[CH2:29][CH2:28][CH2:27][CH2:26][CH2:25]4)[C:14]4[CH:15]=[CH:16][C:17]([C:20]([O:22]C)=[O:21])=[CH:18][C:19]=4[N:11]3[CH2:10][CH2:9][N:8]([CH2:30][CH2:31][N:32]([CH3:34])[CH3:33])[CH2:7][C:6]=2[CH:35]=1. Product: [Cl:1][C:2]1[CH:3]=[CH:4][C:5]2[C:12]3=[C:13]([CH:24]4[CH2:29][CH2:28][CH2:27][CH2:26][CH2:25]4)[C:14]4[CH:15]=[CH:16][C:17]([C:20]([OH:22])=[O:21])=[CH:18][C:19]=4[N:11]3[CH2:10][CH2:9][N:8]([CH2:30][CH2:31][N:32]([CH3:33])[CH3:34])[CH2:7][C:6]=2[CH:35]=1. The catalyst class is: 702. (2) Reactant: [C:1]([C:5]1[C:6](O)=[C:7]([CH:11]=[CH:12][CH:13]=1)[C:8]([OH:10])=[O:9])([CH3:4])([CH3:3])[CH3:2].[CH2:15](Br)[C:16]1[CH:21]=[CH:20][CH:19]=[CH:18][CH:17]=1.[OH-].[K+].CC[OH:27]. Product: [CH2:15]([O:27][C:13]1[CH:12]=[CH:11][C:7]([C:8]([OH:10])=[O:9])=[CH:6][C:5]=1[C:1]([CH3:4])([CH3:3])[CH3:2])[C:16]1[CH:21]=[CH:20][CH:19]=[CH:18][CH:17]=1. The catalyst class is: 6. (3) Reactant: Br[CH2:2][CH2:3][C:4]1[CH:9]=[CH:8][C:7]([Cl:10])=[CH:6][CH:5]=1.Cl.[Cl:12][C:13]1[CH:14]=[C:15]([NH:19]N)[CH:16]=[CH:17][CH:18]=1.[CH3:21][N:22]1[CH2:27][CH2:26][C:25](=O)[CH2:24][CH2:23]1. Product: [Cl:10][C:7]1[CH:8]=[CH:9][C:4]([CH2:3][CH2:2][N:19]2[C:15]3[CH:16]=[CH:17][CH:18]=[C:13]([Cl:12])[C:14]=3[C:24]3[CH2:23][N:22]([CH3:21])[CH2:27][CH2:26][C:25]2=3)=[CH:5][CH:6]=1. The catalyst class is: 66.